Dataset: Full USPTO retrosynthesis dataset with 1.9M reactions from patents (1976-2016). Task: Predict the reactants needed to synthesize the given product. (1) Given the product [F:1][C:2]1[CH:3]=[C:4]([CH:8]=[CH:9][C:10]=1[N+:11]([O-:13])=[O:12])[C:5]([O:7][CH2:19][CH3:20])=[O:6], predict the reactants needed to synthesize it. The reactants are: [F:1][C:2]1[CH:3]=[C:4]([CH:8]=[CH:9][C:10]=1[N+:11]([O-:13])=[O:12])[C:5]([OH:7])=[O:6].S(=O)(=O)(O)O.[CH2:19](O)[CH3:20]. (2) Given the product [O:15]=[C:13]1[NH:12][C:8]2=[N:9][CH:10]=[CH:11][C:6]([O:5][C:4]3[CH:3]=[C:2]([NH:1][C:29](=[O:30])[CH2:28][C:24]4[CH:25]=[CH:26][CH:27]=[C:22]([O:21][C:20]([F:32])([F:19])[F:33])[CH:23]=4)[CH:18]=[CH:17][CH:16]=3)=[C:7]2[NH:14]1, predict the reactants needed to synthesize it. The reactants are: [NH2:1][C:2]1[CH:3]=[C:4]([CH:16]=[CH:17][CH:18]=1)[O:5][C:6]1[CH:11]=[CH:10][N:9]=[C:8]2[NH:12][C:13](=[O:15])[NH:14][C:7]=12.[F:19][C:20]([F:33])([F:32])[O:21][C:22]1[CH:23]=[C:24]([CH2:28][C:29](Cl)=[O:30])[CH:25]=[CH:26][CH:27]=1. (3) Given the product [N:10]1([C:2]2[CH:3]=[C:4]([CH:7]=[CH:8][CH:9]=2)[C:5]#[N:6])[CH2:15][CH2:14][CH2:13][CH2:12][CH2:11]1, predict the reactants needed to synthesize it. The reactants are: F[C:2]1[CH:3]=[C:4]([CH:7]=[CH:8][CH:9]=1)[C:5]#[N:6].[NH:10]1[CH2:15][CH2:14][CH2:13][CH2:12][CH2:11]1. (4) Given the product [CH3:1][O:2][C:3]1[CH:15]=[C:14]([CH3:16])[C:13]([O:17][CH3:18])=[CH:12][C:4]=1[C:5]1[N:10]=[C:9]([NH2:11])[NH:8][N:7]=1, predict the reactants needed to synthesize it. The reactants are: [CH3:1][O:2][C:3]1[CH:15]=[C:14]([CH3:16])[C:13]([O:17][CH3:18])=[CH:12][C:4]=1[C:5]([NH:7][NH:8][C:9]([NH2:11])=[NH:10])=O. (5) Given the product [Cl:17][C:18]1[CH:23]=[C:22]([C:2]2[N:7]=[C:6]([C:8]3[CH:13]=[CH:12][C:11]([Cl:14])=[C:10]([Cl:15])[CH:9]=3)[CH:5]=[C:4]([CH3:16])[N:3]=2)[CH:21]=[CH:20][N:19]=1, predict the reactants needed to synthesize it. The reactants are: Cl[C:2]1[N:7]=[C:6]([C:8]2[CH:13]=[CH:12][C:11]([Cl:14])=[C:10]([Cl:15])[CH:9]=2)[CH:5]=[C:4]([CH3:16])[N:3]=1.[Cl:17][C:18]1[CH:23]=[C:22](B(O)O)[CH:21]=[CH:20][N:19]=1. (6) Given the product [N:19]1[CH:20]=[CH:21][CH:22]=[CH:23][C:18]=1[C:14]1[CH:13]=[C:12]([CH:17]=[CH:16][CH:15]=1)[CH2:11][CH2:10][NH:7][C:42]1[N:47]=[C:46]([N:48]([CH3:61])[C:49]2[CH:54]=[CH:53][N:52]=[C:51]([C:55]3[CH:60]=[CH:59][CH:58]=[CH:57][CH:56]=3)[N:50]=2)[CH:45]=[CH:44][N:43]=1, predict the reactants needed to synthesize it. The reactants are: [H-].[Al+3].[Li+].[H-].[H-].[H-].[N+:7](/[CH:10]=[CH:11]/[C:12]1[CH:13]=[C:14]([C:18]2[CH:23]=[CH:22][CH:21]=[CH:20][N:19]=2)[CH:15]=[CH:16][CH:17]=1)([O-])=O.[OH-].[Na+].N1C=CC=CC=1C1C=C(CCN)C=CC=1.F[C:42]1[N:47]=[C:46]([N:48]([CH3:61])[C:49]2[CH:54]=[CH:53][N:52]=[C:51]([C:55]3[CH:60]=[CH:59][CH:58]=[CH:57][CH:56]=3)[N:50]=2)[CH:45]=[CH:44][N:43]=1.